This data is from Forward reaction prediction with 1.9M reactions from USPTO patents (1976-2016). The task is: Predict the product of the given reaction. (1) Given the reactants [CH2:1]([O:8][C:9]([N:11]1[C@H:15]([C:16](=[O:29])[NH:17][C:18]2[CH:23]=[CH:22][CH:21]=[C:20]([O:24][C:25]([F:28])([F:27])[F:26])[CH:19]=2)[CH2:14][CH2:13][C@@H:12]1[CH2:30][NH2:31])=[O:10])[C:2]1[CH:7]=[CH:6][CH:5]=[CH:4][CH:3]=1.CCN(CC)CC.[C:39](Cl)(=[O:41])[CH3:40].Cl, predict the reaction product. The product is: [CH2:1]([O:8][C:9]([N:11]1[C@H:15]([C:16](=[O:29])[NH:17][C:18]2[CH:23]=[CH:22][CH:21]=[C:20]([O:24][C:25]([F:26])([F:27])[F:28])[CH:19]=2)[CH2:14][CH2:13][C@@H:12]1[CH2:30][NH:31][C:39](=[O:41])[CH3:40])=[O:10])[C:2]1[CH:7]=[CH:6][CH:5]=[CH:4][CH:3]=1. (2) Given the reactants [O:1]1[C:6]2=[C:7]3[C:12](=[CH:13][CH:14]=[C:5]2[O:4][CH2:3][CH2:2]1)[NH:11][CH:10]=[CH:9][C:8]3=[O:15].[Cl:16]N1C(=O)CCC1=O, predict the reaction product. The product is: [Cl:16][C:9]1[CH:10]=[N:11][C:12]2[C:7]([C:8]=1[OH:15])=[C:6]1[O:1][CH2:2][CH2:3][O:4][C:5]1=[CH:14][CH:13]=2. (3) Given the reactants [CH3:1][C:2]1[C:10]2[C:5](=[N:6][CH:7]=[CH:8][C:9]=2[N:11]2[CH:15]=[C:14]([C:16]3[CH:21]=[CH:20][CH:19]=[CH:18][CH:17]=3)[N:13]=[CH:12]2)[NH:4][CH:3]=1.[H-].[Na+].[Br:24][C:25]1[CH:32]=[C:31](F)[CH:30]=[CH:29][C:26]=1[C:27]#[N:28], predict the reaction product. The product is: [Br:24][C:25]1[CH:32]=[C:31]([N:4]2[C:5]3=[N:6][CH:7]=[CH:8][C:9]([N:11]4[CH:15]=[C:14]([C:16]5[CH:17]=[CH:18][CH:19]=[CH:20][CH:21]=5)[N:13]=[CH:12]4)=[C:10]3[C:2]([CH3:1])=[CH:3]2)[CH:30]=[CH:29][C:26]=1[C:27]#[N:28]. (4) Given the reactants [Br:1][CH2:2][CH2:3][OH:4].[CH3:5][C:6]([Si:9](Cl)([CH3:11])[CH3:10])([CH3:8])[CH3:7].N1C=CN=C1, predict the reaction product. The product is: [Br:1][CH2:2][CH2:3][O:4][Si:9]([C:6]([CH3:8])([CH3:7])[CH3:5])([CH3:11])[CH3:10]. (5) Given the reactants O.ON1C2C=CC=CC=2N=N1.CN1CCOCC1.Cl.CN(C)CCCN=C=NCC.[CH3:31][C@H:32]1[NH:37][CH2:36][CH2:35][N:34]([C:38]([C:40]2[CH:45]=[CH:44][CH:43]=[CH:42][CH:41]=2)=[O:39])[CH2:33]1.[CH2:46]([O:53][C@H:54]([CH3:58])[C:55](O)=[O:56])[C:47]1[CH:52]=[CH:51][CH:50]=[CH:49][CH:48]=1, predict the reaction product. The product is: [C:38]([N:34]1[CH2:35][CH2:36][N:37]([C:55](=[O:56])[C@H:54]([O:53][CH2:46][C:47]2[CH:48]=[CH:49][CH:50]=[CH:51][CH:52]=2)[CH3:58])[C@H:32]([CH3:31])[CH2:33]1)(=[O:39])[C:40]1[CH:45]=[CH:44][CH:43]=[CH:42][CH:41]=1.